From a dataset of Full USPTO retrosynthesis dataset with 1.9M reactions from patents (1976-2016). Predict the reactants needed to synthesize the given product. (1) Given the product [NH2:51][C:47]1[CH:48]=[C:49]([CH3:50])[C:44]([C:40]2[CH:41]=[CH:42][CH:43]=[C:38]([S:35]([C:30]3[CH:29]=[C:28]([C:27]([NH:26][C:24]([O:23][C:19]([CH3:21])([CH3:22])[CH3:20])=[O:25])=[NH:80])[S:32][C:31]=3[S:33][CH3:34])(=[O:36])=[O:37])[CH:39]=2)=[C:45]([NH:61][C:62](=[O:79])[NH:63][C:20]2[CH:19]=[CH:21][C:85]([O:84][CH2:83][CH2:15][CH2:16][CH2:17][CH3:18])=[C:81]([CH:82]=2)[C:24]([OH:25])=[O:23])[CH:46]=1, predict the reactants needed to synthesize it. The reactants are: [F-].[CH2:15]([N+]([CH2:15][CH2:16][CH2:17][CH3:18])([CH2:15][CH2:16][CH2:17][CH3:18])[CH2:15][CH2:16][CH2:17][CH3:18])[CH2:16][CH2:17][CH3:18].[C:19]([O:23][C:24]([NH:26][C:27](=[NH:80])[C:28]1[S:32][C:31]([S:33][CH3:34])=[C:30]([S:35]([C:38]2[CH:39]=[C:40]([C:44]3[C:49]([CH3:50])=[CH:48][C:47]([NH:51]C(OCC[Si](C)(C)C)=O)=[CH:46][C:45]=3[NH:61][C:62](=[O:79])[NH:63]CCCCCOC3C=CC(C(O)=O)=CC=3)[CH:41]=[CH:42][CH:43]=2)(=[O:37])=[O:36])[CH:29]=1)=[O:25])([CH3:22])([CH3:21])[CH3:20].[CH2:81]1[CH2:85][O:84][CH2:83][CH2:82]1. (2) Given the product [Cl:23][CH2:2][C:3]1[CH:4]=[C:5]([C:9]2[N:10]=[C:11]3[C:16](=[CH:17][CH:18]=2)[N:15]([CH3:19])[C:14](=[O:20])[CH2:13][CH2:12]3)[CH:6]=[N:7][CH:8]=1, predict the reactants needed to synthesize it. The reactants are: O[CH2:2][C:3]1[CH:4]=[C:5]([C:9]2[N:10]=[C:11]3[C:16](=[CH:17][CH:18]=2)[N:15]([CH3:19])[C:14](=[O:20])[CH2:13][CH2:12]3)[CH:6]=[N:7][CH:8]=1.S(Cl)([Cl:23])=O.C([O-])(O)=O.[Na+]. (3) Given the product [CH3:37][O:36][C:34]1[CH:33]=[C:31]([NH:32][CH:23]2[CH2:22][CH2:21][N:20]([CH2:19][C:17]3[CH:16]=[CH:15][N:14]=[C:13]([C:5]4[CH:4]=[C:3]([O:2][CH3:1])[C:8]([O:9][CH3:10])=[C:7]([O:11][CH3:12])[CH:6]=4)[CH:18]=3)[CH2:25][CH2:24]2)[CH:30]=[C:29]([O:28][CH3:27])[CH:35]=1, predict the reactants needed to synthesize it. The reactants are: [CH3:1][O:2][C:3]1[CH:4]=[C:5]([C:13]2[CH:18]=[C:17]([CH2:19][N:20]3[CH2:25][CH2:24][C:23](=O)[CH2:22][CH2:21]3)[CH:16]=[CH:15][N:14]=2)[CH:6]=[C:7]([O:11][CH3:12])[C:8]=1[O:9][CH3:10].[CH3:27][O:28][C:29]1[CH:30]=[C:31]([CH:33]=[C:34]([O:36][CH3:37])[CH:35]=1)[NH2:32]. (4) Given the product [F:11][C:8]1[CH:9]=[C:10]2[C:2]([N:29]3[CH2:30][CH2:31][N:26]([C:24]([O:23][CH2:21][CH3:22])=[O:25])[CH2:27][C:28]3=[O:32])=[CH:3][N:4]([CH3:20])[C:5]2=[N:6][C:7]=1[O:12][CH2:13][C:14]1[CH:19]=[CH:18][CH:17]=[CH:16][N:15]=1, predict the reactants needed to synthesize it. The reactants are: Br[C:2]1[C:10]2[C:5](=[N:6][C:7]([O:12][CH2:13][C:14]3[CH:19]=[CH:18][CH:17]=[CH:16][N:15]=3)=[C:8]([F:11])[CH:9]=2)[N:4]([CH3:20])[CH:3]=1.[CH2:21]([O:23][C:24]([N:26]1[CH2:31][CH2:30][NH:29][C:28](=[O:32])[CH2:27]1)=[O:25])[CH3:22].CNCCNC.P([O-])([O-])([O-])=O.[K+].[K+].[K+]. (5) Given the product [C:13]([C:15]1[CH:16]=[N:17][C:18]2[C:23]([CH:24]=1)=[CH:22][C:21]([O:25][CH:26]([S:37][CH3:38])[C:27]([NH:29][C:30]([CH2:34][O:35][CH3:36])([CH3:33])[C:31]#[CH:1])=[O:28])=[CH:20][CH:19]=2)#[CH:14], predict the reactants needed to synthesize it. The reactants are: [CH3:1]OP(C(=[N+]=[N-])C(=O)C)(=O)OC.[C:13]([C:15]1[CH:16]=[N:17][C:18]2[C:23]([CH:24]=1)=[CH:22][C:21]([O:25][CH:26]([S:37][CH3:38])[C:27]([NH:29][C:30]([CH2:34][O:35][CH3:36])([CH3:33])[CH:31]=O)=[O:28])=[CH:20][CH:19]=2)#[CH:14].C([O-])([O-])=O.[K+].[K+].